This data is from Catalyst prediction with 721,799 reactions and 888 catalyst types from USPTO. The task is: Predict which catalyst facilitates the given reaction. (1) Reactant: COC1C=CC(P2(SP(C3C=CC(OC)=CC=3)(=S)S2)=[S:10])=CC=1.[Br:23][C:24]1[CH:37]=[C:36]([F:38])[C:35]2[O:34][C:33]3[C:28](=[CH:29][C:30]([O:39][CH3:40])=[CH:31][CH:32]=3)[C@@:27]3([CH2:45][O:44][CH2:43][C:42](=O)[NH:41]3)[C:26]=2[CH:25]=1. Product: [Br:23][C:24]1[CH:37]=[C:36]([F:38])[C:35]2[O:34][C:33]3[C:28](=[CH:29][C:30]([O:39][CH3:40])=[CH:31][CH:32]=3)[C@@:27]3([CH2:45][O:44][CH2:43][C:42](=[S:10])[NH:41]3)[C:26]=2[CH:25]=1. The catalyst class is: 11. (2) Reactant: [CH3:1][O:2][C:3]([C:5]1[C:13]([NH:14][C:15]2[CH:20]=[CH:19][C:18]([I:21])=[CH:17][CH:16]=2)=[C:12]([F:22])[C:8]2[N:9]=[CH:10][NH:11][C:7]=2[CH:6]=1)=[O:4].C1C(=O)N([Cl:30])C(=O)C1. Product: [CH3:1][O:2][C:3]([C:5]1[C:13]([NH:14][C:15]2[CH:20]=[CH:19][C:18]([I:21])=[CH:17][C:16]=2[Cl:30])=[C:12]([F:22])[C:8]2[N:9]=[CH:10][NH:11][C:7]=2[CH:6]=1)=[O:4]. The catalyst class is: 3.